Dataset: Reaction yield outcomes from USPTO patents with 853,638 reactions. Task: Predict the reaction yield, written as a fraction of the theoretical maximum amount of product (1.0 means a 100% yield; for example, 0.34 means a 34% yield). (1) The reactants are [Br:1][C:2]1[CH:3]=[C:4]([CH2:8][N:9](C(OC(C)(C)C)=O)C(OC(C)(C)C)=O)[CH:5]=[N:6][CH:7]=1.FC(F)(F)C(O)=O.ClCCl. The catalyst is CO. The product is [Br:1][C:2]1[CH:3]=[C:4]([CH2:8][NH2:9])[CH:5]=[N:6][CH:7]=1. The yield is 0.880. (2) The yield is 0.623. The catalyst is CN(C=O)C.C(OCC)(=O)C. The product is [C:1]([O:4][C@H:5]1[C@@H:9]([O:10][C:11](=[O:13])[CH3:12])[C@H:8]([C:14]2[C:18]3[N:19]=[CH:20][N:21]=[C:22]([N:36]=[N+:37]=[N-:38])[C:17]=3[NH:16][CH:15]=2)[N:7]([C:24]([O:26][C:27]([CH3:30])([CH3:29])[CH3:28])=[O:25])[C@@H:6]1[CH2:31][O:32][C:33](=[O:35])[CH3:34])(=[O:3])[CH3:2]. The reactants are [C:1]([O:4][C@H:5]1[C@@H:9]([O:10][C:11](=[O:13])[CH3:12])[C@H:8]([C:14]2[C:18]3[N:19]=[CH:20][N:21]=[C:22](Cl)[C:17]=3[NH:16][CH:15]=2)[N:7]([C:24]([O:26][C:27]([CH3:30])([CH3:29])[CH3:28])=[O:25])[C@@H:6]1[CH2:31][O:32][C:33](=[O:35])[CH3:34])(=[O:3])[CH3:2].[N-:36]=[N+:37]=[N-:38].[Na+].CO.C(Cl)(Cl)Cl.CCCCCC. (3) The reactants are ClC(OC(Cl)C)=O.C([N:15]1[CH2:20][CH2:19][CH:18]([NH:21][C:22]2[N:27]=[N:26][C:25]([C:28]#[N:29])=[CH:24][CH:23]=2)[CH2:17][CH2:16]1)C1C=CC=CC=1.C(N(C(C)C)CC)(C)C. The catalyst is ClCCl. The product is [NH:15]1[CH2:16][CH2:17][CH:18]([NH:21][C:22]2[N:27]=[N:26][C:25]([C:28]#[N:29])=[CH:24][CH:23]=2)[CH2:19][CH2:20]1. The yield is 0.900. (4) The catalyst is C1(C)C=CC=CC=1.C(O[Cu]OC(=O)C)(=O)C. The reactants are [C:1]([O:5][C:6]([N:8]([C@H:16]1[CH2:24][CH2:23][CH2:22][C@H:21]([OH:25])[C@@H:20]([O:26][C:27]2[CH:32]=[CH:31][C:30]([F:33])=[CH:29][CH:28]=2)[C@H:19]([CH3:34])[O:18][C:17]1=[O:35])[C:9](=[O:15])[O:10][C:11]([CH3:14])([CH3:13])[CH3:12])=[O:7])([CH3:4])([CH3:3])[CH3:2].C(O)(=O)C.C(O)(=O)C.[CH3:44][O:45][C:46]1[CH:51]=[CH:50][C:49]([Bi]([C:49]2[CH:50]=[CH:51][C:46]([O:45][CH3:44])=[CH:47][CH:48]=2)[C:49]2[CH:50]=[CH:51][C:46]([O:45][CH3:44])=[CH:47][CH:48]=2)=[CH:48][CH:47]=1.C1(N(C)C2CCCCC2)CCCCC1. The product is [C:11]([O:10][C:9]([N:8]([C@H:16]1[CH2:24][CH2:23][CH2:22][C@H:21]([O:25][C:49]2[CH:50]=[CH:51][C:46]([O:45][CH3:44])=[CH:47][CH:48]=2)[C@@H:20]([O:26][C:27]2[CH:28]=[CH:29][C:30]([F:33])=[CH:31][CH:32]=2)[C@H:19]([CH3:34])[O:18][C:17]1=[O:35])[C:6](=[O:7])[O:5][C:1]([CH3:2])([CH3:3])[CH3:4])=[O:15])([CH3:14])([CH3:13])[CH3:12]. The yield is 0.410. (5) The reactants are FC(F)(F)[C:3](O)=[O:4].[Cl:8][C:9]1[C:10]([NH:31][C@@H:32]2[C@@H:37]3[CH2:38][C@@H:34]([CH:35]=[CH:36]3)[C@@H:33]2[C:39]([NH2:41])=[O:40])=[C:11]2[N:17]=[C:16]([C:18]3[CH:23]=[CH:22][C:21](CN4CCOCC4)=[CH:20][CH:19]=3)[NH:15][C:12]2=[N:13][CH:14]=1.NC1C(N)=C(N[C@@H]2[C@@H]3C[C@@H](C=C3)[C@@H]2C(N)=O)C(Cl)=CN=1.COC1C=CC(C=O)=CC=1. No catalyst specified. The product is [Cl:8][C:9]1[C:10]([NH:31][C@@H:32]2[C@@H:37]3[CH2:38][C@@H:34]([CH:35]=[CH:36]3)[C@@H:33]2[C:39]([NH2:41])=[O:40])=[C:11]2[N:17]=[C:16]([C:18]3[CH:19]=[CH:20][C:21]([O:4][CH3:3])=[CH:22][CH:23]=3)[NH:15][C:12]2=[N:13][CH:14]=1. The yield is 0.160.